This data is from Full USPTO retrosynthesis dataset with 1.9M reactions from patents (1976-2016). The task is: Predict the reactants needed to synthesize the given product. (1) Given the product [Br:1][C:2]1[CH:3]=[CH:4][C:5]([F:20])=[C:6]([CH2:7][NH:9][C:10]2[C:11]([F:18])=[C:12]([OH:17])[CH:13]=[CH:14][C:15]=2[F:16])[CH:19]=1, predict the reactants needed to synthesize it. The reactants are: [Br:1][C:2]1[CH:3]=[CH:4][C:5]([F:20])=[C:6]([CH:19]=1)[C:7]([NH:9][C:10]1[C:15]([F:16])=[CH:14][CH:13]=[C:12]([OH:17])[C:11]=1[F:18])=O. (2) Given the product [F:1][C:2]1[CH:3]=[CH:4][C:5]([CH2:6][N:7]2[CH2:12][CH2:11][N:10]3[C:13](=[O:19])[C:14]([Br:23])=[C:15]([OH:18])[C:16]([OH:17])=[C:9]3[C:8]2=[O:20])=[CH:21][CH:22]=1, predict the reactants needed to synthesize it. The reactants are: [F:1][C:2]1[CH:22]=[CH:21][C:5]([CH2:6][N:7]2[CH2:12][CH2:11][N:10]3[C:13](=[O:19])[CH:14]=[C:15]([OH:18])[C:16]([OH:17])=[C:9]3[C:8]2=[O:20])=[CH:4][CH:3]=1.[Br:23]N1C(=O)CCC1=O. (3) Given the product [CH3:1][NH:21][C:19]([C@@H:17]1[O:16][C:15](=[O:22])[N:14]([C:12]2[CH:11]=[CH:10][C:9]3[N:4]([CH3:3])[C:5](=[O:23])[O:6][CH2:7][C:8]=3[CH:13]=2)[CH2:18]1)=[O:20], predict the reactants needed to synthesize it. The reactants are: [CH3:1]N.[CH3:3][N:4]1[C:9]2[CH:10]=[CH:11][C:12]([N:14]3[CH2:18][C@H:17]([C:19]([NH2:21])=[O:20])[O:16][C:15]3=[O:22])=[CH:13][C:8]=2[CH2:7][O:6][C:5]1=[O:23]. (4) Given the product [C:22]([O:9][C:8]([N:1]1[CH2:7][CH2:6][CH2:5][N:4]([C:66]2[CH:75]=[CH:74][CH:73]=[C:72]3[C:67]=2[CH:68]=[CH:69][C:70]([CH3:76])=[N:71]3)[CH2:3][CH2:2]1)=[O:11])([CH3:31])([CH3:23])[CH3:21], predict the reactants needed to synthesize it. The reactants are: [NH:1]1[CH2:7][CH2:6][CH2:5][NH:4][CH2:3][CH2:2]1.[C:8](=[O:11])([O-])[O-:9].[Cs+].[Cs+].C1(P(C2C=CC=CC=2)[C:21]2C=CC3[C:23](=CC=CC=3)[C:22]=2[C:31]2C3C(=CC=CC=3)C=CC=2P(C2C=CC=CC=2)C2C=CC=CC=2)C=CC=CC=1.FC(F)(F)S(O[C:66]1[CH:75]=[CH:74][CH:73]=[C:72]2[C:67]=1[CH:68]=[CH:69][C:70]([CH3:76])=[N:71]2)(=O)=O.